This data is from Full USPTO retrosynthesis dataset with 1.9M reactions from patents (1976-2016). The task is: Predict the reactants needed to synthesize the given product. (1) Given the product [Br:1][C:2]1[CH:3]=[C:4]([CH:10]([CH2:14][CH:15]=[CH2:16])[CH2:11][CH:12]=[CH2:13])[CH:5]=[CH:6][C:7]=1[O:8][CH3:9], predict the reactants needed to synthesize it. The reactants are: [Br:1][C:2]1[CH:3]=[C:4]([C:10](O)([CH2:14][CH:15]=[CH2:16])[CH2:11][CH:12]=[CH2:13])[CH:5]=[CH:6][C:7]=1[O:8][CH3:9].C([SiH](CC)CC)C.B(F)(F)F.CCOCC.[OH-].[K+]. (2) Given the product [CH2:1]([C:5]1=[CH:6][N:7]([C:24]([CH3:25])([CH3:26])[CH3:27])[S:8]/[C:9]/1=[N:10]\[C:11]([C@:13]1([CH3:23])[CH2:17][CH2:16][C@H:15]([C:18]([NH:30][CH2:29][CH2:28][CH2:31][OH:32])=[O:20])[C:14]1([CH3:21])[CH3:22])=[O:12])[CH2:2][CH2:3][CH3:4], predict the reactants needed to synthesize it. The reactants are: [CH2:1]([C:5]1=[CH:6][N:7]([C:24]([CH3:27])([CH3:26])[CH3:25])[S:8]/[C:9]/1=[N:10]\[C:11]([C@:13]1([CH3:23])[CH2:17][CH2:16][C@H:15]([C:18]([OH:20])=O)[C:14]1([CH3:22])[CH3:21])=[O:12])[CH2:2][CH2:3][CH3:4].[CH2:28]([CH2:31][OH:32])[CH2:29][NH2:30]. (3) Given the product [CH3:38][O:39][C:40]1[CH:41]=[CH:42][C:43]([CH2:44][N:45]2[C:49]3=[N:50][CH:51]=[CH:52][C:53]([O:54][C:55]4[CH:60]=[CH:59][C:58]([NH:61][C:26]([C:23]5[C:24](=[O:25])[N:19]([C:16]6[CH:15]=[CH:14][C:13]([F:12])=[CH:18][CH:17]=6)[N:20]=[CH:21][CH:22]=5)=[O:28])=[CH:57][C:56]=4[F:62])=[C:48]3[C:47]([NH:63][C@H:64]3[CH2:69][CH2:68][N:67]([C:70]([O:72][C:73]([CH3:76])([CH3:74])[CH3:75])=[O:71])[CH2:66][C@H:65]3[F:77])=[N:46]2)=[CH:78][CH:79]=1, predict the reactants needed to synthesize it. The reactants are: CCN=C=NCCCN(C)C.[F:12][C:13]1[CH:18]=[CH:17][C:16]([N:19]2[C:24](=[O:25])[C:23]([C:26]([OH:28])=O)=[CH:22][CH:21]=[N:20]2)=[CH:15][CH:14]=1.CCN(C(C)C)C(C)C.[CH3:38][O:39][C:40]1[CH:79]=[CH:78][C:43]([CH2:44][N:45]2[C:49]3=[N:50][CH:51]=[CH:52][C:53]([O:54][C:55]4[CH:60]=[CH:59][C:58]([NH2:61])=[CH:57][C:56]=4[F:62])=[C:48]3[C:47]([NH:63][C@H:64]3[CH2:69][CH2:68][N:67]([C:70]([O:72][C:73]([CH3:76])([CH3:75])[CH3:74])=[O:71])[CH2:66][C@H:65]3[F:77])=[N:46]2)=[CH:42][CH:41]=1.C1C=CC2N(O)N=NC=2C=1.